The task is: Regression. Given a peptide amino acid sequence and an MHC pseudo amino acid sequence, predict their binding affinity value. This is MHC class I binding data.. This data is from Peptide-MHC class I binding affinity with 185,985 pairs from IEDB/IMGT. (1) The peptide sequence is YVSPTEMVDV. The MHC is HLA-A68:02 with pseudo-sequence HLA-A68:02. The binding affinity (normalized) is 0.495. (2) The peptide sequence is AYQQGVKTL. The MHC is HLA-C14:02 with pseudo-sequence HLA-C14:02. The binding affinity (normalized) is 1.00. (3) The peptide sequence is RAIEAQQHL. The MHC is HLA-A01:01 with pseudo-sequence HLA-A01:01. The binding affinity (normalized) is 0. (4) The peptide sequence is MTRLPILLL. The MHC is Mamu-A01 with pseudo-sequence Mamu-A01. The binding affinity (normalized) is 0.397. (5) The peptide sequence is GQRVYSWVY. The MHC is HLA-B46:01 with pseudo-sequence HLA-B46:01. The binding affinity (normalized) is 0.0847. (6) The peptide sequence is DPYKEFGATV. The MHC is Patr-A0701 with pseudo-sequence Patr-A0701. The binding affinity (normalized) is 0.0443. (7) The peptide sequence is LLLENKSLT. The MHC is HLA-A02:02 with pseudo-sequence HLA-A02:02. The binding affinity (normalized) is 0.0385.